Dataset: Peptide-MHC class II binding affinity with 134,281 pairs from IEDB. Task: Regression. Given a peptide amino acid sequence and an MHC pseudo amino acid sequence, predict their binding affinity value. This is MHC class II binding data. The peptide sequence is RNTQIFKTNTQTDR. The MHC is DRB1_1101 with pseudo-sequence DRB1_1101. The binding affinity (normalized) is 0.207.